This data is from Forward reaction prediction with 1.9M reactions from USPTO patents (1976-2016). The task is: Predict the product of the given reaction. Given the reactants [Cl:1][C:2]1[CH:8]=[C:7](I)[CH:6]=[CH:5][C:3]=1[NH2:4].[NH:10]1[CH2:15][CH2:14][O:13][CH2:12][C:11]1=[O:16], predict the reaction product. The product is: [NH2:4][C:3]1[CH:5]=[CH:6][C:7]([N:10]2[CH2:15][CH2:14][O:13][CH2:12][C:11]2=[O:16])=[CH:8][C:2]=1[Cl:1].